From a dataset of Forward reaction prediction with 1.9M reactions from USPTO patents (1976-2016). Predict the product of the given reaction. (1) Given the reactants OO.O.[OH-].[Li+].[CH2:6]([S:26][C@H:27]([CH2:43][CH3:44])[C:28](N1[C@@H](C)[C@@H](C2C=CC=CC=2)OC1=O)=[O:29])[CH2:7][CH2:8][CH2:9]/[CH:10]=[CH:11]\[CH2:12]/[CH:13]=[CH:14]\[CH2:15]/[CH:16]=[CH:17]\[CH2:18]/[CH:19]=[CH:20]\[CH2:21]/[CH:22]=[CH:23]\[CH2:24][CH3:25].[O-:45]S([O-])=O.[Na+].[Na+].Cl, predict the reaction product. The product is: [CH2:6]([S:26][C@H:27]([CH2:43][CH3:44])[C:28]([OH:29])=[O:45])[CH2:7][CH2:8][CH2:9]/[CH:10]=[CH:11]\[CH2:12]/[CH:13]=[CH:14]\[CH2:15]/[CH:16]=[CH:17]\[CH2:18]/[CH:19]=[CH:20]\[CH2:21]/[CH:22]=[CH:23]\[CH2:24][CH3:25]. (2) Given the reactants C([N:3](CC)CC)C.[CH3:8][O:9][C:10]1[N:11]=[CH:12][C:13]2[CH:19]=[C:18]([C:20]([OH:22])=O)[C:17](=[O:23])[NH:16][C:14]=2[N:15]=1.CN(C(ON1N=NC2C=CC=NC1=2)=[N+](C)C)C.F[P-](F)(F)(F)(F)F.[CH3:48][O:49][C:50]([C:52]1[CH:57]=[CH:56][C:55]([CH3:58])=[CH:54][C:53]=1N)=[O:51].C(=O)(O)[O-].[Na+], predict the reaction product. The product is: [CH3:48][O:49][C:50](=[O:51])[C:52]1[CH:57]=[CH:56][C:55]([CH3:58])=[C:54]([NH:3][C:20]([C:18]2[C:17](=[O:23])[NH:16][C:14]3[N:15]=[C:10]([O:9][CH3:8])[N:11]=[CH:12][C:13]=3[CH:19]=2)=[O:22])[CH:53]=1. (3) The product is: [Cl:1][C:2]1[CH:3]=[CH:4][C:5]2[N:6]([C:8]([C:12]3[CH:16]=[CH:15][S:14][CH:13]=3)=[CH:9][N:10]=2)[N:7]=1. Given the reactants [Cl:1][C:2]1[CH:3]=[CH:4][C:5]2[N:6]([CH:8]=[CH:9][N:10]=2)[N:7]=1.Br[C:12]1[CH:16]=[CH:15][S:14][CH:13]=1.C(=O)([O-])[O-].[K+].[K+].C1(P(C2C=CC=CC=2)C2C=CC=CC=2)C=CC=CC=1.C([O-])(=O)C.[K+], predict the reaction product. (4) The product is: [CH3:8][C:6]1[CH:7]=[C:2]([O:1][C:10]2[CH:11]=[C:12]([N+:16]([O-:18])=[O:17])[CH:13]=[CH:14][CH:15]=2)[CH:3]=[N:4][CH:5]=1. Given the reactants [OH:1][C:2]1[CH:3]=[N:4][CH:5]=[C:6]([CH3:8])[CH:7]=1.Br[C:10]1[CH:15]=[CH:14][CH:13]=[C:12]([N+:16]([O-:18])=[O:17])[CH:11]=1.C([O-])([O-])=O.[K+].[K+].O, predict the reaction product.